From a dataset of Reaction yield outcomes from USPTO patents with 853,638 reactions. Predict the reaction yield, written as a fraction of the theoretical maximum amount of product (1.0 means a 100% yield; for example, 0.34 means a 34% yield). (1) The reactants are [C:1]1([CH2:7][O:8][C:9]([NH:11][C:12]2[CH:13]=[C:14]3[C:19](=[CH:20][CH:21]=2)[CH2:18][N:17](C([O-])=O)[CH2:16][CH2:15]3)=[O:10])C=CC=CC=1.[CH2:25]([Li])[CH2:26][CH2:27][CH3:28].[C:30]([O:35][CH2:36][C@@H:37]1O[CH2:38]1)(=[O:34])CCC.C1C[O:43][CH2:42]C1. No catalyst specified. The product is [OH:43][CH2:42][C@@H:7]1[O:8][C:9](=[O:10])[N:11]([C:12]2[CH:13]=[C:14]3[C:19](=[CH:20][CH:21]=2)[CH2:18][N:17]([C:30]([O:35][CH2:36][C:37]2[CH:38]=[CH:28][CH:27]=[CH:26][CH:25]=2)=[O:34])[CH2:16][CH2:15]3)[CH2:1]1. The yield is 0.690. (2) The reactants are [O:1]1[CH2:6][CH2:5][CH:4]([CH2:7][CH2:8][N:9]2[C:13]3=[N:14][C:15]([Sn](C)(C)C)=[CH:16][N:17]=[C:12]3[NH:11][C:10]2=[O:22])[CH2:3][CH2:2]1.BrC1N=C2[N:30]([CH2:34][CH2:35][CH:36]3[CH2:41][CH2:40]OCC3)[C:31](=[O:33])NC2=NC=1.C[Sn](C)C.C[Sn](C)C.O1CCO[CH2:52][CH2:51]1.[C:56](OCC)(=O)[CH3:57]. The catalyst is C1C=CC([P]([Pd]([P](C2C=CC=CC=2)(C2C=CC=CC=2)C2C=CC=CC=2)([P](C2C=CC=CC=2)(C2C=CC=CC=2)C2C=CC=CC=2)[P](C2C=CC=CC=2)(C2C=CC=CC=2)C2C=CC=CC=2)(C2C=CC=CC=2)C2C=CC=CC=2)=CC=1. The product is [O:33]=[C:31]1[NH:30][CH:34]([C:35]2[CH:36]=[CH:41][C:40]([C:15]3[N:14]=[C:13]4[N:9]([CH2:8][CH2:7][CH:4]5[CH2:5][CH2:6][O:1][CH2:2][CH2:3]5)[C:10](=[O:22])[NH:11][C:12]4=[N:17][CH:16]=3)=[CH:52][CH:51]=2)[CH2:57][CH2:56]1. The yield is 0.620. (3) The reactants are [H-].[Al+3].[Li+].[H-].[H-].[H-].[NH:7]1[C:15]2[C:10](=[CH:11][CH:12]=[C:13]3[CH2:19][CH2:18][CH2:17][CH2:16][C:14]3=2)[C:9](=O)[C:8]1=O.O.[OH-].[Na+]. The catalyst is O1CCCC1. The product is [NH:7]1[C:15]2[C:10](=[CH:11][CH:12]=[C:13]3[CH2:19][CH2:18][CH2:17][CH2:16][C:14]3=2)[CH:9]=[CH:8]1. The yield is 0.620. (4) The reactants are Br[C:2]1[CH:3]=[C:4]([O:9][CH2:10][C:11]2[C:16]([F:17])=[CH:15][CH:14]=[C:13]([F:18])[C:12]=2[Cl:19])[C:5]([NH2:8])=[N:6][CH:7]=1.CC1(C)C(C)(C)OB([C:28]2[CH:33]=[CH:32][C:31]([NH:34][S:35]([CH2:38][CH2:39][N:40]([CH2:43][CH3:44])[CH2:41][CH3:42])(=[O:37])=[O:36])=[CH:30][CH:29]=2)O1. No catalyst specified. The product is [NH2:8][C:5]1[N:6]=[CH:7][C:2]([C:28]2[CH:33]=[CH:32][C:31]([NH:34][S:35]([CH2:38][CH2:39][N:40]([CH2:43][CH3:44])[CH2:41][CH3:42])(=[O:36])=[O:37])=[CH:30][CH:29]=2)=[CH:3][C:4]=1[O:9][CH2:10][C:11]1[C:16]([F:17])=[CH:15][CH:14]=[C:13]([F:18])[C:12]=1[Cl:19]. The yield is 0.600. (5) The reactants are [CH3:1][C:2]1[CH:11]=[CH:10][C:9]2[C:4](=[CH:5][CH:6]=[C:7]([OH:12])[CH:8]=2)[N:3]=1.[C:13]([CH:17]1[CH2:22][CH2:21][CH:20](O)[CH2:19][CH2:18]1)([CH3:16])([CH3:15])[CH3:14].C1(P(C2C=CC=CC=2)C2C=CC=CC=2)C=CC=CC=1.O1CCCC1.N(C(OC(C)C)=O)=NC(OC(C)C)=O. No catalyst specified. The product is [C:13]([C@H:17]1[CH2:22][CH2:21][C@H:20]([O:12][C:7]2[CH:8]=[C:9]3[C:4](=[CH:5][CH:6]=2)[N:3]=[C:2]([CH3:1])[CH:11]=[CH:10]3)[CH2:19][CH2:18]1)([CH3:16])([CH3:15])[CH3:14]. The yield is 0.560. (6) The reactants are C(=O)([O-])[O-].[K+].[K+].[N:7]1([C:13]([O:15][C:16]([CH3:19])([CH3:18])[CH3:17])=[O:14])[CH2:12][CH2:11][NH:10][CH2:9][CH2:8]1.[F:20][C:21]1[CH:22]=[C:23]([CH:28]=[CH:29][C:30]=1F)[C:24]([O:26][CH3:27])=[O:25]. No catalyst specified. The product is [F:20][C:21]1[CH:22]=[C:23]([C:24]([O:26][CH3:27])=[O:25])[CH:28]=[CH:29][C:30]=1[N:10]1[CH2:11][CH2:12][N:7]([C:13]([O:15][C:16]([CH3:19])([CH3:18])[CH3:17])=[O:14])[CH2:8][CH2:9]1. The yield is 0.449. (7) The catalyst is ClC(Cl)C.O. The reactants are [NH:1]1[C:9]2[C:4](=[CH:5][CH:6]=[CH:7][CH:8]=2)[C:3](/[CH:10]=[CH:11]/[C:12]2[CH:17]=[CH:16][CH:15]=[CH:14][C:13]=2[NH2:18])=[N:2]1.[CH:19](=O)[C:20]1[CH:25]=[CH:24][CH:23]=[CH:22][CH:21]=1.C(O[BH-](OC(=O)C)OC(=O)C)(=O)C.[Na+].C(O)(=O)C. The yield is 0.380. The product is [CH2:19]([NH:18][C:13]1[CH:14]=[CH:15][CH:16]=[CH:17][C:12]=1/[CH:11]=[CH:10]/[C:3]1[C:4]2[C:9](=[CH:8][CH:7]=[CH:6][CH:5]=2)[NH:1][N:2]=1)[C:20]1[CH:25]=[CH:24][CH:23]=[CH:22][CH:21]=1.